Task: Predict the reactants needed to synthesize the given product.. Dataset: Full USPTO retrosynthesis dataset with 1.9M reactions from patents (1976-2016) The reactants are: [Br:1][C:2]1[C:11]2[C:6](=[CH:7][C:8]([C:12]3[S:16][C:15]4[CH:17]=[CH:18][CH:19]=[CH:20][C:14]=4[C:13]=3[C:21](=[O:26])[CH2:22][CH:23]([CH3:25])[CH3:24])=[CH:9][CH:10]=2)[CH:5]=[CH:4][C:3]=1[O:27][CH2:28][C:29]#[N:30].[N-:31]=[N+:32]=[N-:33].[Na+].[Cl-].[NH4+].CN(C=O)C.Cl. Given the product [Br:1][C:2]1[C:3]([O:27][CH2:28][C:29]2[NH:33][N:32]=[N:31][N:30]=2)=[CH:4][CH:5]=[C:6]2[C:11]=1[CH:10]=[CH:9][C:8]([C:12]1[S:16][C:15]3[CH:17]=[CH:18][CH:19]=[CH:20][C:14]=3[C:13]=1[C:21](=[O:26])[CH2:22][CH:23]([CH3:25])[CH3:24])=[CH:7]2, predict the reactants needed to synthesize it.